Task: Predict the reactants needed to synthesize the given product.. Dataset: Full USPTO retrosynthesis dataset with 1.9M reactions from patents (1976-2016) (1) Given the product [O:19]=[S:2]1(=[O:1])[CH2:6][CH2:5][CH2:4][N:3]1[C:7]([C:10]1[CH:11]=[CH:12][C:13]([C:14]([N:32]2[CH2:33][CH2:34][N:29]([C:22]3[C:21]([CH3:20])=[CH:28][C:25]([C:26]#[N:27])=[CH:24][N:23]=3)[CH2:30][CH2:31]2)=[O:16])=[CH:17][CH:18]=1)([CH3:8])[CH3:9], predict the reactants needed to synthesize it. The reactants are: [O:1]=[S:2]1(=[O:19])[CH2:6][CH2:5][CH2:4][N:3]1[C:7]([C:10]1[CH:18]=[CH:17][C:13]([C:14]([OH:16])=O)=[CH:12][CH:11]=1)([CH3:9])[CH3:8].[CH3:20][C:21]1[C:22]([N:29]2[CH2:34][CH2:33][NH:32][CH2:31][CH2:30]2)=[N:23][CH:24]=[C:25]([CH:28]=1)[C:26]#[N:27]. (2) Given the product [Cl:30][C:5]1[C:4]([CH2:1][CH2:2][CH2:3][OH:35])=[C:9]([N:10]([C:18]2[CH:19]=[CH:20][C:21]([O:24][CH2:25][CH3:26])=[CH:22][CH:23]=2)[C:11](=[O:17])[O:12][C:13]([CH3:15])([CH3:14])[CH3:16])[N:8]2[N:27]=[CH:28][CH:29]=[C:7]2[N:6]=1, predict the reactants needed to synthesize it. The reactants are: [CH2:1]([C:4]1[C:5]([Cl:30])=[N:6][C:7]2[N:8]([N:27]=[CH:28][CH:29]=2)[C:9]=1[N:10]([C:18]1[CH:23]=[CH:22][C:21]([O:24][CH2:25][CH3:26])=[CH:20][CH:19]=1)[C:11](=[O:17])[O:12][C:13]([CH3:16])([CH3:15])[CH3:14])[CH:2]=[CH2:3].CSC.B.[OH-:35].[Na+].OO. (3) Given the product [CH2:26]([O:25][C:14]1[CH:15]=[C:16]([C:19]2[CH:20]=[N:21][N:22]([CH3:24])[CH:23]=2)[CH:17]=[CH:18][C:13]=1[NH:12][C:9]1[N:10]=[CH:11][C:6]2[CH:5]=[CH:4][N:3]=[C:2]([NH:28][CH:29]3[CH2:34][CH2:33][O:32][CH2:31][CH2:30]3)[C:7]=2[N:8]=1)[CH3:27], predict the reactants needed to synthesize it. The reactants are: Cl[C:2]1[C:7]2[N:8]=[C:9]([NH:12][C:13]3[CH:18]=[CH:17][C:16]([C:19]4[CH:20]=[N:21][N:22]([CH3:24])[CH:23]=4)=[CH:15][C:14]=3[O:25][CH2:26][CH3:27])[N:10]=[CH:11][C:6]=2[CH:5]=[CH:4][N:3]=1.[NH2:28][CH:29]1[CH2:34][CH2:33][O:32][CH2:31][CH2:30]1. (4) Given the product [OH:2][C:3]1[CH:27]=[CH:26][C:6]([CH2:7][NH:8][C:9]2[N:18]=[CH:17][C:16]3[CH2:15][CH2:14][C:13]4[C:19]([C:23]([NH2:25])=[O:24])=[N:20][N:21]([CH3:22])[C:12]=4[C:11]=3[N:10]=2)=[CH:5][CH:4]=1, predict the reactants needed to synthesize it. The reactants are: C[O:2][C:3]1[CH:27]=[CH:26][C:6]([CH2:7][NH:8][C:9]2[N:18]=[CH:17][C:16]3[CH2:15][CH2:14][C:13]4[C:19]([C:23]([NH2:25])=[O:24])=[N:20][N:21]([CH3:22])[C:12]=4[C:11]=3[N:10]=2)=[CH:5][CH:4]=1.C(Cl)(Cl)Cl. (5) The reactants are: [CH3:1][O:2][C:3]1[CH:8]=[CH:7][C:6]([N+:9]([O-:11])=[O:10])=[CH:5][C:4]=1[OH:12].C([O-])([O-])=O.[K+].[K+].[CH2:19](Br)[CH3:20]. Given the product [CH2:19]([O:12][C:4]1[CH:5]=[C:6]([N+:9]([O-:11])=[O:10])[CH:7]=[CH:8][C:3]=1[O:2][CH3:1])[CH3:20], predict the reactants needed to synthesize it. (6) Given the product [O:1]1[C:5]2[CH:6]=[CH:7][CH:8]=[CH:9][C:4]=2[CH:3]=[C:2]1[C:10]1[C:19]([N:20]([CH2:23][CH3:24])[CH2:21][CH3:22])=[N:18][C:17]2[C:12](=[CH:13][CH:14]=[C:15]([C:25]([OH:27])=[O:26])[CH:16]=2)[N:11]=1, predict the reactants needed to synthesize it. The reactants are: [O:1]1[C:5]2[CH:6]=[CH:7][CH:8]=[CH:9][C:4]=2[CH:3]=[C:2]1[C:10]1[C:19]([N:20]([CH2:23][CH3:24])[CH2:21][CH3:22])=[N:18][C:17]2[C:12](=[CH:13][CH:14]=[C:15]([C:25]([O:27]C)=[O:26])[CH:16]=2)[N:11]=1.[OH-].[Na+].Cl. (7) Given the product [CH3:17][O:18][C:19]1[C:24]([C:2]2[C:3]([O:8][C:9]3[CH:15]=[CH:14][C:12]([NH2:13])=[CH:11][CH:10]=3)=[N:4][CH:5]=[CH:6][N:7]=2)=[CH:23][CH:22]=[CH:21][N:20]=1, predict the reactants needed to synthesize it. The reactants are: Cl[C:2]1[C:3]([O:8][C:9]2[CH:15]=[CH:14][C:12]([NH2:13])=[CH:11][CH:10]=2)=[N:4][CH:5]=[CH:6][N:7]=1.O.[CH3:17][O:18][C:19]1[C:24](B2OC(C)(C)C(C)(C)O2)=[CH:23][CH:22]=[CH:21][N:20]=1.C(=O)([O-])[O-].[Na+].[Na+].